Dataset: Forward reaction prediction with 1.9M reactions from USPTO patents (1976-2016). Task: Predict the product of the given reaction. (1) Given the reactants [CH3:1][Si:2]([C:5]#[C:6][C:7]1[CH:12]=[CH:11][C:10]([N:13]2[C:21]3[C:16](=[CH:17][C:18](OS(C(F)(F)F)(=O)=O)=[CH:19][CH:20]=3)[CH:15]=[CH:14]2)=[CH:9][CH:8]=1)([CH3:4])[CH3:3].[CH2:30]([OH:35])[CH2:31][CH2:32][C:33]#[CH:34], predict the reaction product. The product is: [CH3:3][Si:2]([C:5]#[C:6][C:7]1[CH:8]=[CH:9][C:10]([N:13]2[C:21]3[C:16](=[CH:17][C:18]([C:34]#[C:33][CH2:32][CH2:31][CH2:30][OH:35])=[CH:19][CH:20]=3)[CH:15]=[CH:14]2)=[CH:11][CH:12]=1)([CH3:4])[CH3:1]. (2) Given the reactants C([O:4][C:5]1([C:8]2[CH:13]=[CH:12][C:11]([C:14]#[C:15][C:16]3[CH:26]=[CH:25][C:19]([C:20]([O:22][CH2:23][CH3:24])=[O:21])=[CH:18][CH:17]=3)=[CH:10][CH:9]=2)[CH2:7][CH2:6]1)(C)C.C(OC(=O)[C:31]1[CH:36]=[CH:35][C:34](I)=[CH:33][CH:32]=1)C, predict the reaction product. The product is: [CH2:7]([C:5]1([C:8]2[CH:9]=[CH:10][C:11]([C:14]#[C:15][C:16]3[CH:17]=[CH:18][C:19]([C:20]([O:22][CH2:23][CH3:24])=[O:21])=[CH:25][CH:26]=3)=[CH:12][CH:13]=2)[CH2:6][O:4]1)[C:31]1[CH:36]=[CH:35][CH:34]=[CH:33][CH:32]=1. (3) Given the reactants [CH2:1]([C:8]1[N:9]=[C:10]([C@H:13]2[CH2:17][CH2:16][C@H:15]([NH:18]C(=O)OC(C)(C)C)[CH2:14]2)[O:11][CH:12]=1)[C:2]1[CH:7]=[CH:6][CH:5]=[CH:4][CH:3]=1.FC(F)(F)C(O)=O, predict the reaction product. The product is: [CH2:1]([C:8]1[N:9]=[C:10]([C@H:13]2[CH2:17][CH2:16][C@H:15]([NH2:18])[CH2:14]2)[O:11][CH:12]=1)[C:2]1[CH:3]=[CH:4][CH:5]=[CH:6][CH:7]=1. (4) Given the reactants Cl.[F:2][C:3]1[C:4]([CH2:9][O:10][C:11]2[C:12]3[N:13]([C:18]([C:22](O)=[O:23])=[C:19]([CH3:21])[N:20]=3)[CH:14]=[C:15]([CH3:17])[CH:16]=2)=[N:5][CH:6]=[CH:7][CH:8]=1.CN(C(ON1N=NC2C=CC=NC1=2)=[N+](C)C)C.F[P-](F)(F)(F)(F)F.C(N(CC)C(C)C)(C)C.[NH2:58][CH2:59][CH:60]([OH:65])[C:61]([F:64])([F:63])[F:62].C(O)(C(F)(F)F)=O, predict the reaction product. The product is: [F:2][C:3]1[C:4]([CH2:9][O:10][C:11]2[C:12]3[N:13]([C:18]([C:22]([NH:58][CH2:59][CH:60]([OH:65])[C:61]([F:64])([F:63])[F:62])=[O:23])=[C:19]([CH3:21])[N:20]=3)[CH:14]=[C:15]([CH3:17])[CH:16]=2)=[N:5][CH:6]=[CH:7][CH:8]=1.